This data is from Catalyst prediction with 721,799 reactions and 888 catalyst types from USPTO. The task is: Predict which catalyst facilitates the given reaction. (1) Reactant: Cl[C:2]1[N:7]=[C:6]([S:8][CH3:9])[N:5]=[C:4]2[NH:10][N:11]=[C:12]([CH:13]3[CH2:17][CH2:16][CH2:15][CH2:14]3)[C:3]=12.[NH2:18][CH2:19][C@@H:20]([OH:22])[CH3:21]. Product: [CH:13]1([C:12]2[C:3]3[C:4](=[N:5][C:6]([S:8][CH3:9])=[N:7][C:2]=3[NH:18][CH2:19][C@H:20]([OH:22])[CH3:21])[NH:10][N:11]=2)[CH2:17][CH2:16][CH2:15][CH2:14]1. The catalyst class is: 1. (2) Reactant: O.O.O.O.O.O.[NH:7]1[CH2:12][CH2:11][NH:10][CH2:9][CH2:8]1.Cl.[O:14]1[CH:18]=[CH:17][CH:16]=[C:15]1[C:19](Cl)=[O:20].[OH-].[Na+]. The catalyst class is: 6. Product: [O:14]1[CH:18]=[CH:17][CH:16]=[C:15]1[C:19]([N:7]1[CH2:12][CH2:11][NH:10][CH2:9][CH2:8]1)=[O:20]. (3) Reactant: [CH3:1][O:2][C:3]1[CH:8]=[CH:7][C:6]([CH2:9][CH2:10][C:11]2[CH:12]=[C:13]([NH2:16])[NH:14][N:15]=2)=[C:5]([CH3:17])[CH:4]=1.Cl[C:19]1[CH:24]=[CH:23][N:22]=[C:21]([NH:25][CH2:26][C:27]2[O:31][N:30]=[C:29]([CH3:32])[CH:28]=2)[N:20]=1. Product: [CH3:1][O:2][C:3]1[CH:8]=[CH:7][C:6]([CH2:9][CH2:10][C:11]2[CH:12]=[C:13]([NH:16][C:19]3[CH:24]=[CH:23][N:22]=[C:21]([NH:25][CH2:26][C:27]4[O:31][N:30]=[C:29]([CH3:32])[CH:28]=4)[N:20]=3)[NH:14][N:15]=2)=[C:5]([CH3:17])[CH:4]=1. The catalyst class is: 8. (4) Reactant: [N+:1]([C:4]1[CH:9]=C[C:7]([C:10]2[CH:11]=[C:12]([CH:16]=[CH:17][CH:18]=2)C(O)=O)=[CH:6][CH:5]=1)([O-:3])=[O:2].[C:19](Cl)(=[O:23])C(Cl)=O.C([N:27](CC)CC)C.[CH3:32][OH:33]. Product: [N+:1]([C:4]1[CH:5]=[CH:6][C:7]([C:10]2[CH:18]=[C:17]([CH:16]=[CH:12][CH:11]=2)[C:32]([O:23][CH3:19])=[O:33])=[N:27][CH:9]=1)([O-:3])=[O:2]. The catalyst class is: 139. (5) Reactant: [Br:1][C:2]1[CH:3]=[CH:4][C:5]([NH:12][S:13]([CH3:16])(=[O:15])=[O:14])=[C:6]([CH:11]=1)[C:7](OC)=[O:8].[H-].[Al+3].[Li+].[H-].[H-].[H-]. Product: [Br:1][C:2]1[CH:3]=[CH:4][C:5]([NH:12][S:13]([CH3:16])(=[O:15])=[O:14])=[C:6]([CH2:7][OH:8])[CH:11]=1. The catalyst class is: 1. (6) Reactant: [CH2:1]([O:3][C:4]([C:6]1[CH:7]=[N:8][N:9]([C:12]2[CH:17]=[C:16]([CH3:18])[C:15](N)=[CH:14][N:13]=2)[C:10]=1[CH3:11])=[O:5])[CH3:2].N([O-])=O.[Na+].[I-:24].[K+].C(=O)([O-])[O-].[Na+].[Na+]. Product: [CH2:1]([O:3][C:4]([C:6]1[CH:7]=[N:8][N:9]([C:12]2[CH:17]=[C:16]([CH3:18])[C:15]([I:24])=[CH:14][N:13]=2)[C:10]=1[CH3:11])=[O:5])[CH3:2]. The catalyst class is: 445. (7) Reactant: [CH2:1]([O:8][C:9]1[CH:10]=[C:11]2[C:15](=[CH:16][CH:17]=1)[NH:14][CH:13]=[C:12]2[CH2:18][CH2:19][N:20]1[C:28](=[O:29])[C:27]2[C:22](=[CH:23][CH:24]=[CH:25][CH:26]=2)[C:21]1=[O:30])[C:2]1[CH:7]=[CH:6][CH:5]=[CH:4][CH:3]=1.[CH:31]([Si:34](OS(C(F)(F)F)(=O)=O)([CH:38]([CH3:40])[CH3:39])[CH:35]([CH3:37])[CH3:36])([CH3:33])[CH3:32].C([O-])(O)=O.[Na+]. Product: [CH2:1]([O:8][C:9]1[CH:10]=[C:11]2[C:15](=[CH:16][CH:17]=1)[N:14]([Si:34]([CH:38]([CH3:40])[CH3:39])([CH:35]([CH3:37])[CH3:36])[CH:31]([CH3:33])[CH3:32])[CH:13]=[C:12]2[CH2:18][CH2:19][N:20]1[C:21](=[O:30])[C:22]2[C:27](=[CH:26][CH:25]=[CH:24][CH:23]=2)[C:28]1=[O:29])[C:2]1[CH:3]=[CH:4][CH:5]=[CH:6][CH:7]=1. The catalyst class is: 1. (8) Reactant: [N+:1]([C:4]1[CH:5]=[C:6]([OH:11])[C:7]([OH:10])=[CH:8][CH:9]=1)([O-:3])=[O:2].Cl[C:13]([F:19])([F:18])C(OC)=O.C(=O)([O-])[O-].[Cs+].[Cs+]. Product: [F:18][CH:13]([F:19])[O:10][C:7]1[CH:8]=[CH:9][C:4]([N+:1]([O-:3])=[O:2])=[CH:5][C:6]=1[OH:11]. The catalyst class is: 3.